From a dataset of Reaction yield outcomes from USPTO patents with 853,638 reactions. Predict the reaction yield, written as a fraction of the theoretical maximum amount of product (1.0 means a 100% yield; for example, 0.34 means a 34% yield). (1) The reactants are Cl[C:2]([O:4][CH2:5][Cl:6])=[O:3].S(C1C=CC(C)=CC=1)(O)(=O)=O.[CH2:18]([O:25][C:26](=[O:41])[C@H:27]([CH2:29][CH2:30][C:31]([O:33][CH2:34][C:35]1[CH:40]=[CH:39][CH:38]=[CH:37][CH:36]=1)=[O:32])[NH2:28])[C:19]1[CH:24]=[CH:23][CH:22]=[CH:21][CH:20]=1.CCN(CC)CC. The catalyst is C(Cl)Cl. The product is [CH2:18]([O:25][C:26](=[O:41])[C@@H:27]([NH:28][C:2]([O:4][CH2:5][Cl:6])=[O:3])[CH2:29][CH2:30][C:31]([O:33][CH2:34][C:35]1[CH:40]=[CH:39][CH:38]=[CH:37][CH:36]=1)=[O:32])[C:19]1[CH:20]=[CH:21][CH:22]=[CH:23][CH:24]=1. The yield is 0.980. (2) The reactants are [F:1][C:2]([F:14])([F:13])[C:3]([C:5]1[CH:10]=[CH:9][C:8](F)=[CH:7][C:6]=1F)=[O:4].[Cl:15][C:16]1[CH:17]=[C:18]([CH:21]=[C:22]([Cl:24])[CH:23]=1)[CH2:19][NH2:20].[CH:25]([N:28](CC)[CH:29]([CH3:31])C)([CH3:27])C.C(#[N:36])C. No catalyst specified. The product is [ClH:15].[Cl:15][C:16]1[CH:17]=[C:18]([CH:21]=[C:22]([Cl:24])[CH:23]=1)[CH2:19][NH:20][C:6]1[CH:7]=[C:8]([N:36]2[CH2:31][CH2:29][NH:28][CH2:25][CH2:27]2)[CH:9]=[CH:10][C:5]=1[C:3](=[O:4])[C:2]([F:14])([F:13])[F:1]. The yield is 0.430. (3) The reactants are Cl.NC1C=C(OC2C=CC(NC3N=CC=CC=3[C:19]([NH:21]C3C=CC(F)=CC=3F)=[O:20])=CC=2F)C=CN=1.Cl.N1[C:40]2=[N:41][CH:42]=[CH:43][C:44]([O:45][C:46]3[CH:51]=[CH:50][C:49]([NH:52][C:53]4[C:58]([C:59]([NH:61][C:62]5[CH:67]=[CH:66][C:65]([F:68])=[CH:64][C:63]=5[F:69])=[O:60])=[CH:57][N:56]=[CH:55][CH:54]=4)=[CH:48][C:47]=3[F:70])=[C:39]2C=C1. No catalyst specified. The product is [F:69][C:63]1[CH:64]=[C:65]([F:68])[CH:66]=[CH:67][C:62]=1[NH:61][C:59]([C:58]1[CH:57]=[N:56][CH:55]=[CH:54][C:53]=1[NH:52][C:49]1[CH:50]=[CH:51][C:46]([O:45][C:44]2[CH:43]=[CH:42][N:41]=[C:40]([C:19]([NH2:21])=[O:20])[CH:39]=2)=[C:47]([F:70])[CH:48]=1)=[O:60]. The yield is 0.120. (4) The yield is 0.640. The product is [CH3:1][O:2][C:3]1[CH:4]=[C:5]2[C:10](=[CH:11][C:12]=1[O:13][CH3:14])[N:9]=[CH:8][N:7]=[C:6]2[O:15][C:16]1[CH:22]=[CH:21][C:19]([NH:20][C:29](=[O:35])[O:28][CH:26]2[CH2:41][CH2:42][CH2:37][CH2:38][CH2:39]2)=[C:18]([CH3:23])[C:17]=1[CH3:24]. The reactants are [CH3:1][O:2][C:3]1[CH:4]=[C:5]2[C:10](=[CH:11][C:12]=1[O:13][CH3:14])[N:9]=[CH:8][N:7]=[C:6]2[O:15][C:16]1[CH:22]=[CH:21][C:19]([NH2:20])=[C:18]([CH3:23])[C:17]=1[CH3:24].Cl[C:26](Cl)([O:28][C:29](=[O:35])OC(Cl)(Cl)Cl)Cl.[CH:37]1(O)[CH2:42][CH2:41]C[CH2:39][CH2:38]1.C(=O)(O)[O-].[Na+]. The catalyst is C(Cl)Cl.C(N(CC)CC)C.C1(C)C=CC=CC=1. (5) The reactants are [F:1][C:2]([F:32])([F:31])[C:3]1[CH:4]=[C:5]([NH:9][C:10]([C:12]2[CH:13]=[C:14]3[C:19](=[CH:20][CH:21]=2)[C:18]([NH:22][CH2:23][C:24]2[CH:29]=[CH:28][CH:27]=[CH:26][CH:25]=2)=[N:17][N:16]=[C:15]3I)=[O:11])[CH:6]=[CH:7][CH:8]=1. The catalyst is [Pd].CO. The product is [F:32][C:2]([F:1])([F:31])[C:3]1[CH:4]=[C:5]([NH:9][C:10]([C:12]2[CH:13]=[C:14]3[C:19](=[CH:20][CH:21]=2)[C:18]([NH:22][CH2:23][C:24]2[CH:25]=[CH:26][CH:27]=[CH:28][CH:29]=2)=[N:17][N:16]=[CH:15]3)=[O:11])[CH:6]=[CH:7][CH:8]=1. The yield is 0.500. (6) The reactants are [C:1]([CH2:3][C:4]([NH:6][C:7]1[CH:12]=[CH:11][CH:10]=[CH:9][C:8]=1[OH:13])=O)#[N:2].CC1C=CC(S(O)(=O)=O)=CC=1. The catalyst is C1(C)C=CC=CC=1. The product is [O:13]1[C:8]2[CH:9]=[CH:10][CH:11]=[CH:12][C:7]=2[N:6]=[C:4]1[CH2:3][C:1]#[N:2]. The yield is 0.480. (7) The reactants are [CH2:1]([N:8]1[CH2:12][C@H:11]([O:13][Si:14]([C:17]([CH3:20])([CH3:19])[CH3:18])([CH3:16])[CH3:15])[C@H:10]([NH2:21])[CH2:9]1)[C:2]1[CH:7]=[CH:6][CH:5]=[CH:4][CH:3]=1.[C:22]([O:26][C:27](O[C:27]([O:26][C:22]([CH3:25])([CH3:24])[CH3:23])=[O:28])=[O:28])([CH3:25])([CH3:24])[CH3:23]. The catalyst is C(Cl)Cl. The product is [CH2:1]([N:8]1[CH2:12][C@H:11]([O:13][Si:14]([C:17]([CH3:18])([CH3:20])[CH3:19])([CH3:15])[CH3:16])[C@H:10]([NH:21][C:27]([O:26][C:22]([CH3:25])([CH3:24])[CH3:23])=[O:28])[CH2:9]1)[C:2]1[CH:3]=[CH:4][CH:5]=[CH:6][CH:7]=1. The yield is 0.660. (8) The reactants are [F:1][C:2]([F:17])([F:16])[C:3]1[CH:8]=[CH:7][C:6]([N:9]2[CH2:14][CH2:13][CH:12]([OH:15])[CH2:11][CH2:10]2)=[CH:5][CH:4]=1.[H-].[Na+].Cl[C:21]1[N:26]=[C:25]([C:27]([NH:29][CH:30]2[CH2:35][CH2:34][N:33]([CH2:36][C:37]3[CH:42]=[CH:41][N:40]=[CH:39][CH:38]=3)[CH2:32][CH2:31]2)=[O:28])[CH:24]=[CH:23][CH:22]=1.C(Cl)Cl. The catalyst is CN(C=O)C.C(OCC)C. The product is [N:40]1[CH:39]=[CH:38][C:37]([CH2:36][N:33]2[CH2:34][CH2:35][CH:30]([NH:29][C:27](=[O:28])[C:25]3[CH:24]=[CH:23][CH:22]=[C:21]([O:15][CH:12]4[CH2:13][CH2:14][N:9]([C:6]5[CH:5]=[CH:4][C:3]([C:2]([F:1])([F:16])[F:17])=[CH:8][CH:7]=5)[CH2:10][CH2:11]4)[N:26]=3)[CH2:31][CH2:32]2)=[CH:42][CH:41]=1. The yield is 0.250. (9) The reactants are [O:1]=[C:2]([CH:4]=[C:5]([CH3:7])[CH3:6])[CH3:3].[Cl-].[Al+3].[Cl-].[Cl-].[CH:12]1[CH:17]=[CH:16][CH:15]=[CH:14][CH:13]=1. No catalyst specified. The product is [CH3:6][C:5]([C:12]1[CH:17]=[CH:16][CH:15]=[CH:14][CH:13]=1)([CH3:7])[CH2:4][C:2](=[O:1])[CH3:3]. The yield is 0.740. (10) The reactants are [F:1][C:2]1[CH:7]=[C:6]([F:8])[CH:5]=[CH:4][C:3]=1[C:9]([OH:30])([CH2:24][N:25]1[CH:29]=[N:28][N:27]=[N:26]1)[C:10]([C:13]1[N:18]=[CH:17][C:16](/[CH:19]=[CH:20]/[CH:21]([OH:23])[CH3:22])=[CH:15][CH:14]=1)([F:12])[F:11]. The catalyst is CO.[Pd]. The product is [F:1][C:2]1[CH:7]=[C:6]([F:8])[CH:5]=[CH:4][C:3]=1[C:9]([OH:30])([CH2:24][N:25]1[CH:29]=[N:28][N:27]=[N:26]1)[C:10]([C:13]1[N:18]=[CH:17][C:16]([CH2:19][CH2:20][CH:21]([OH:23])[CH3:22])=[CH:15][CH:14]=1)([F:12])[F:11]. The yield is 0.510.